This data is from Full USPTO retrosynthesis dataset with 1.9M reactions from patents (1976-2016). The task is: Predict the reactants needed to synthesize the given product. The reactants are: Cl[C:2]1[C:11]2[C:6](=[CH:7][C:8]([CH3:14])=[C:9]([O:12][CH3:13])[CH:10]=2)[N:5]=[CH:4][N:3]=1.C(N(CC)CC)C. Given the product [CH3:13][O:12][C:9]1[CH:10]=[C:11]2[C:6](=[CH:7][C:8]=1[CH3:14])[N:5]=[CH:4][N:3]=[CH:2]2, predict the reactants needed to synthesize it.